This data is from B-cell epitopes from PDB crystal structures with 447 antigens. The task is: Token-level Classification. Given an antigen amino acid sequence, predict which amino acid positions are active epitope sites capable of antibody binding. Output is a list of indices for active positions. (1) Given the antigen sequence: CCGGIKKEIEAIKKEQEAIKKKIEAIEKELSGIVQQQNNLLRAIEAQQHLLQLTVWGIKQLQARIL, which amino acid positions are active epitope sites? The epitope positions are: [47, 48, 49, 51, 52, 53, 55, 56, 58, 59, 60, 61, 62, 63]. The amino acids at these positions are: QHLQLTWGKQLQAR. (2) The epitope positions are: [63, 64, 65, 66, 67, 68, 69, 70, 71, 73, 105, 106, 137, 140, 141, 142, 143, 144, 385, 386]. The amino acids at these positions are: NRSKGTAEKKEDNRRITSSI. Given the antigen sequence: NRCLKANAKSCGECIQAGPNCGWCTNSTFRCDDLEALKKKGCPPDDIENPRGSKDIKKNKNVTNRSKGTAEKLKPEDIHQIQPQQLVLRLRSGEPQTFTLKFKRAEDYPIDLYYLMDLSYSMKDDLENVKSLGTDLMNEMRRITSDFRIGFGSFVEKTVMPYISTTPAKLRNPCTSEQNCTTPFSYKNVLSLTNKGEVFNELVGKQRISGNLDSPEGGFDAIMQVAVCGSLIGWRNVTRLLVFSTDAGFHFAGDGKLGGIVLPNDGQCHLENNMYTMSHYYDYPSIAHLVQKLSENNIQTIFAVTEEFQPVYKELKNLIPKSAVGTLSANSSNVIQLIIDAYNSLSSEVILENGKLSEGVTISYKSYCKNGVNGTGENGRKCSNISIGDEVQFEISITSNKCPKKDSDSFKIRPLGFTEEVEVILQYICECE, which amino acid positions are active epitope sites?